From a dataset of Forward reaction prediction with 1.9M reactions from USPTO patents (1976-2016). Predict the product of the given reaction. (1) Given the reactants [F:1][C:2]1[CH:3]=[C:4]([N:21]2[CH2:25][C@H:24]([CH2:26][N:27]3[CH:31]=[CH:30][N:29]=[N:28]3)[O:23][C:22]2=[O:32])[CH:5]=[CH:6][C:7]=1[C:8]1[CH:9]=[N:10][C:11]([C:14]2[CH2:18][C@@H:17]([CH2:19][OH:20])[O:16][N:15]=2)=[CH:12][CH:13]=1.N1C=CC=CC=1.[CH3:39][C:40](OC1C(=O)OC(=O)C1OC(C)=O)=[O:41], predict the reaction product. The product is: [C:40]([O:20][CH2:19][C@H:17]1[O:16][N:15]=[C:14]([C:11]2[CH:12]=[CH:13][C:8]([C:7]3[CH:6]=[CH:5][C:4]([N:21]4[CH2:25][C@H:24]([CH2:26][N:27]5[CH:31]=[CH:30][N:29]=[N:28]5)[O:23][C:22]4=[O:32])=[CH:3][C:2]=3[F:1])=[CH:9][N:10]=2)[CH2:18]1)(=[O:41])[CH3:39]. (2) Given the reactants N#N.[N+:3]([C:6]1[CH:7]=[N:8][N:9]([CH2:11][C:12]2[CH:17]=[CH:16][N:15]=[C:14]([C:18](=[O:20])[CH3:19])[CH:13]=2)[CH:10]=1)([O-])=O.[NH4+].[Cl-], predict the reaction product. The product is: [NH2:3][C:6]1[CH:7]=[N:8][N:9]([CH2:11][C:12]2[CH:17]=[CH:16][N:15]=[C:14]([C:18](=[O:20])[CH3:19])[CH:13]=2)[CH:10]=1. (3) Given the reactants [CH3:1][NH:2][CH2:3][C:4]1[CH:5]=[C:6]([C:10]2[CH:15]=[CH:14][CH:13]=[C:12]([CH2:16][O:17][C:18]3[CH:23]=[CH:22][CH:21]=[CH:20][C:19]=3[CH2:24][C:25]([O:27]C)=[O:26])[CH:11]=2)[CH:7]=[CH:8][CH:9]=1.O.Cl, predict the reaction product. The product is: [CH3:1][NH:2][CH2:3][C:4]1[CH:5]=[C:6]([C:10]2[CH:15]=[CH:14][CH:13]=[C:12]([CH2:16][O:17][C:18]3[CH:23]=[CH:22][CH:21]=[CH:20][C:19]=3[CH2:24][C:25]([OH:27])=[O:26])[CH:11]=2)[CH:7]=[CH:8][CH:9]=1. (4) Given the reactants [CH:1]([C:4]1[N:9]=[C:8]([C:10]2[CH:15]=[C:14]([S:16]([N:19]3[CH2:24][CH2:23][N:22]([CH3:25])[CH2:21][CH2:20]3)(=[O:18])=[O:17])[CH:13]=[CH:12][C:11]=2[O:26][CH2:27][CH2:28][CH3:29])[NH:7][C:6](=[O:30])[CH:5]=1)([CH3:3])[CH3:2].[I:31]I, predict the reaction product. The product is: [I:31][C:5]1[C:6](=[O:30])[NH:7][C:8]([C:10]2[CH:15]=[C:14]([S:16]([N:19]3[CH2:24][CH2:23][N:22]([CH3:25])[CH2:21][CH2:20]3)(=[O:18])=[O:17])[CH:13]=[CH:12][C:11]=2[O:26][CH2:27][CH2:28][CH3:29])=[N:9][C:4]=1[CH:1]([CH3:3])[CH3:2]. (5) Given the reactants [N:1]([CH2:4][CH:5]1[CH2:9][C:8]2[CH:10]=[CH:11][CH:12]=[C:13]([Cl:14])[C:7]=2[O:6]1)=[N+]=[N-], predict the reaction product. The product is: [Cl:14][C:13]1[C:7]2[O:6][CH:5]([CH2:4][NH2:1])[CH2:9][C:8]=2[CH:10]=[CH:11][CH:12]=1. (6) Given the reactants [C:1]1([N:7]([C:29]2[CH:34]=[CH:33][CH:32]=[CH:31][CH:30]=2)[C:8]([C@@H:10]2[C@@H:14]([CH2:15][C:16]3[CH:21]=[CH:20][CH:19]=[CH:18][CH:17]=3)[CH2:13][N:12]([CH2:22][C:23]3[CH:28]=[CH:27][CH:26]=[CH:25][CH:24]=3)[CH2:11]2)=O)[CH:6]=[CH:5][CH:4]=[CH:3][CH:2]=1, predict the reaction product. The product is: [CH2:22]([N:12]1[CH2:13][C@H:14]([CH2:15][C:16]2[CH:21]=[CH:20][CH:19]=[CH:18][CH:17]=2)[C@@H:10]([CH2:8][N:7]([C:29]2[CH:30]=[CH:31][CH:32]=[CH:33][CH:34]=2)[C:1]2[CH:2]=[CH:3][CH:4]=[CH:5][CH:6]=2)[CH2:11]1)[C:23]1[CH:24]=[CH:25][CH:26]=[CH:27][CH:28]=1. (7) Given the reactants [CH2:1]([O:3][C:4](=[O:27])[C:5]([O:8][C:9]1[CH:14]=[CH:13][C:12]([O:15][C:16]2[CH:21]=[C:20]([C:22]#[N:23])[C:19]([F:24])=[CH:18][C:17]=2N)=[CH:11][C:10]=1[CH3:26])([CH3:7])[CH3:6])[CH3:2].O[PH2]=O.N([O-])=O.[Na+], predict the reaction product. The product is: [CH2:1]([O:3][C:4](=[O:27])[C:5]([O:8][C:9]1[CH:14]=[CH:13][C:12]([O:15][C:16]2[CH:17]=[CH:18][C:19]([F:24])=[C:20]([C:22]#[N:23])[CH:21]=2)=[CH:11][C:10]=1[CH3:26])([CH3:6])[CH3:7])[CH3:2]. (8) Given the reactants [CH3:1][C:2]([O:9][CH2:10][CH2:11][CH2:12][C:13]#[C:14][CH2:15][O:16]C1CCCCO1)([CH3:8])[C:3]([O:5][CH2:6][CH3:7])=[O:4], predict the reaction product. The product is: [OH:16][CH2:15][C:14]#[C:13][CH2:12][CH2:11][CH2:10][O:9][C:2]([CH3:1])([CH3:8])[C:3]([O:5][CH2:6][CH3:7])=[O:4]. (9) Given the reactants [C:1]([O:5][C:6]([NH:8][CH:9]([C:13]([CH3:16])([CH3:15])[CH3:14])[C:10]([OH:12])=O)=[O:7])([CH3:4])([CH3:3])[CH3:2].F[P-](F)(F)(F)(F)F.[N:24]1(O[P+](N2CCCC2)(N2CCCC2)N2CCCC2)[C:28]2[CH:29]=[CH:30][CH:31]=[CH:32][C:27]=2N=N1.C[CH2:51][N:52](C(C)C)C(C)C.[CH3:59]CCCCC.CCOCC, predict the reaction product. The product is: [C:28](/[CH:29]=[CH:30]/[C@@H:31]([N:52]([CH3:51])[C:10]([C@@H:9]([NH:8][C:6](=[O:7])[O:5][C:1]([CH3:2])([CH3:3])[CH3:4])[C:13]([CH3:16])([CH3:15])[CH3:14])=[O:12])[CH:32]([CH3:27])[CH3:59])#[N:24]. (10) Given the reactants [C:1]([C:4]1[C:5]([C:21](=O)[CH3:22])=[C:6]([CH3:20])[N:7]([C:10]2[CH:15]=[CH:14][C:13]([O:16][CH2:17][CH:18]=[CH2:19])=[CH:12][CH:11]=2)[C:8]=1[CH3:9])(=O)[CH3:2].[NH2:24][NH2:25], predict the reaction product. The product is: [CH2:17]([O:16][C:13]1[CH:14]=[CH:15][C:10]([N:7]2[C:8]([CH3:9])=[C:4]3[C:5]([C:21]([CH3:22])=[N:24][N:25]=[C:1]3[CH3:2])=[C:6]2[CH3:20])=[CH:11][CH:12]=1)[CH:18]=[CH2:19].